Task: Predict the reaction yield, written as a fraction of the theoretical maximum amount of product (1.0 means a 100% yield; for example, 0.34 means a 34% yield).. Dataset: Reaction yield outcomes from USPTO patents with 853,638 reactions The reactants are [F:1][C:2]1[CH:7]=[CH:6][CH:5]=[CH:4][C:3]=1B(O)O.CO[C:28]1[CH:33]=[CH:32][C:31](P([C:28]2[CH:33]=[CH:32][C:31](OC)=[CH:30][CH:29]=2)[C:28]2[CH:33]=[CH:32][C:31](OC)=[CH:30][CH:29]=2)=[CH:30][CH:29]=1.O.CC(C)(C)[C:39]([O:41][C:42](=[O:47])C(C)(C)C)=O.[O:50]1CCC[CH2:51]1. The catalyst is C([O-])(=O)C.[Pd+2].C([O-])(=O)C. The product is [CH3:39][O:41][C:42]([C@H:28]1[CH2:29][CH2:30][C@H:31]([C:51](=[O:50])[C:3]2[CH:4]=[CH:5][CH:6]=[CH:7][C:2]=2[F:1])[CH2:32][CH2:33]1)=[O:47]. The yield is 0.180.